From a dataset of Reaction yield outcomes from USPTO patents with 853,638 reactions. Predict the reaction yield, written as a fraction of the theoretical maximum amount of product (1.0 means a 100% yield; for example, 0.34 means a 34% yield). (1) The catalyst is CN(C)C=O. The reactants are [C:1]([O:5][C:6]([NH:8][CH2:9][C:10]([OH:12])=O)=[O:7])([CH3:4])([CH3:3])[CH3:2].[NH:13]1[CH2:20][CH2:19][CH2:18][C@H:14]1[C:15]([NH2:17])=[O:16].ON1C2C=CC=CC=2N=N1.C(N=C=NCCCN(C)C)C.C(N(CC)CC)C. The product is [C:1]([O:5][C:6](=[O:7])[NH:8][CH2:9][C:10]([N:13]1[CH2:20][CH2:19][CH2:18][CH:14]1[C:15](=[O:16])[NH2:17])=[O:12])([CH3:2])([CH3:3])[CH3:4]. The yield is 0.958. (2) The reactants are C[O:2][C:3]([C:5]1[CH:21]=[CH:20][C:8]2[N:9]=[C:10]([C:12]3[C:17]([CH3:18])=[CH:16][CH:15]=[CH:14][C:13]=3[CH3:19])[NH:11][C:7]=2[CH:6]=1)=[O:4].[OH-].[Na+]. The catalyst is CO. The product is [CH3:19][C:13]1[CH:14]=[CH:15][CH:16]=[C:17]([CH3:18])[C:12]=1[C:10]1[NH:11][C:7]2[CH:6]=[C:5]([C:3]([OH:4])=[O:2])[CH:21]=[CH:20][C:8]=2[N:9]=1. The yield is 1.00. (3) The reactants are [NH2:1][C:2]([C:4]1[CH:5]=[N:6][C:7]2[C:12]([C:13]=1[NH:14][C:15]1[CH:16]=[C:17]([CH:21]=[CH:22][CH:23]=1)[C:18]([OH:20])=[O:19])=[CH:11][C:10](Br)=[CH:9][CH:8]=2)=[O:3].[CH3:25][O:26][C:27]1[N:32]=[C:31]([O:33][CH3:34])[C:30](B(O)O)=[CH:29][N:28]=1.C(=O)([O-])[O-].[K+].[K+].O. The catalyst is O1CCOCC1.C1C=CC([P]([Pd]([P](C2C=CC=CC=2)(C2C=CC=CC=2)C2C=CC=CC=2)([P](C2C=CC=CC=2)(C2C=CC=CC=2)C2C=CC=CC=2)[P](C2C=CC=CC=2)(C2C=CC=CC=2)C2C=CC=CC=2)(C2C=CC=CC=2)C2C=CC=CC=2)=CC=1. The product is [NH2:1][C:2]([C:4]1[CH:5]=[N:6][C:7]2[C:12]([C:13]=1[NH:14][C:15]1[CH:16]=[C:17]([CH:21]=[CH:22][CH:23]=1)[C:18]([OH:20])=[O:19])=[CH:11][C:10]([C:30]1[C:31]([O:33][CH3:34])=[N:32][C:27]([O:26][CH3:25])=[N:28][CH:29]=1)=[CH:9][CH:8]=2)=[O:3]. The yield is 0.0180. (4) The reactants are [N+:1]([C:4]1[CH:5]=[C:6]([CH:10]=[CH:11][C:12]=1[N+:13]([O-:15])=[O:14])[C:7]([OH:9])=O)([O-:3])=[O:2].[CH3:16][C@H:17]1[CH2:22][NH:21][CH2:20][C@@H:19]([CH3:23])[NH:18]1. No catalyst specified. The product is [CH3:16][C@H:17]1[NH:18][C@@H:19]([CH3:23])[CH2:20][N:21]([C:7]([C:6]2[CH:10]=[CH:11][C:12]([N+:13]([O-:15])=[O:14])=[C:4]([N+:1]([O-:3])=[O:2])[CH:5]=2)=[O:9])[CH2:22]1. The yield is 0.764.